Dataset: Full USPTO retrosynthesis dataset with 1.9M reactions from patents (1976-2016). Task: Predict the reactants needed to synthesize the given product. (1) Given the product [CH:18]1([C:16]([NH:15][C:13]2[N:14]=[C:9]3[CH:8]=[CH:7][C:6]([O:5][C:4]4[CH:21]=[CH:22][C:23]([CH3:24])=[C:2]([NH:1][C:32]([C:28]5[C:29]([CH3:31])=[CH:30][N:26]([CH3:25])[N:27]=5)=[O:33])[CH:3]=4)=[N:11][N:10]3[CH:12]=2)=[O:17])[CH2:20][CH2:19]1, predict the reactants needed to synthesize it. The reactants are: [NH2:1][C:2]1[CH:3]=[C:4]([CH:21]=[CH:22][C:23]=1[CH3:24])[O:5][C:6]1[CH:7]=[CH:8][C:9]2[N:10]([CH:12]=[C:13]([NH:15][C:16]([CH:18]3[CH2:20][CH2:19]3)=[O:17])[N:14]=2)[N:11]=1.[CH3:25][N:26]1[CH:30]=[C:29]([CH3:31])[C:28]([C:32](O)=[O:33])=[N:27]1.S(Cl)(Cl)=O. (2) Given the product [CH2:24]([C:21]1[CH:20]=[CH:19][C:18]([CH2:17][C:10]2[C:11]3[C:16](=[CH:15][CH:14]=[CH:13][CH:12]=3)[NH:8][N:9]=2)=[CH:23][CH:22]=1)[CH3:25], predict the reactants needed to synthesize it. The reactants are: C(OC([N:8]1[C:16]2[C:11](=[CH:12][CH:13]=[CH:14][CH:15]=2)[C:10]([CH2:17][C:18]2[CH:23]=[CH:22][C:21]([CH2:24][CH3:25])=[CH:20][CH:19]=2)=[N:9]1)=O)(C)(C)C.C[O-].[Na+].C(O)(=O)CC(CC(O)=O)(C(O)=O)O. (3) Given the product [Cl:11][C:12]1[N:13]=[C:14]([N:3]2[C:4]3[CH:9]=[C:8]([NH2:10])[CH:7]=[CH:6][C:5]=3[N:1]=[CH:2]2)[CH:15]=[N:16][CH:17]=1, predict the reactants needed to synthesize it. The reactants are: [NH:1]1[C:5]2[CH:6]=[CH:7][C:8]([NH2:10])=[CH:9][C:4]=2[N:3]=[CH:2]1.[Cl:11][C:12]1[CH:17]=[N:16][CH:15]=[C:14](Cl)[N:13]=1.C(=O)([O-])[O-].[Cs+].[Cs+]. (4) Given the product [ClH:2].[Cl:2][C:3]1[CH:23]=[CH:22][C:6]([C:7]([NH:9][C:10]2[CH:19]=[C:18]3[C:13]([CH2:14][CH2:15][C:16](=[O:21])[N:17]3[CH3:20])=[CH:12][CH:11]=2)=[O:8])=[C:5]([NH:24][CH2:25][CH:26]2[CH2:31][CH2:30][CH2:29][CH2:28][N:27]2[CH3:32])[CH:4]=1, predict the reactants needed to synthesize it. The reactants are: Cl.[Cl:2][C:3]1[CH:23]=[CH:22][C:6]([C:7]([NH:9][C:10]2[CH:19]=[C:18]3[C:13]([CH2:14][CH2:15][C:16](=[O:21])[N:17]3[CH3:20])=[CH:12][CH:11]=2)=[O:8])=[C:5]([NH:24][CH2:25][CH:26]2[CH2:31][CH2:30][CH2:29][CH2:28][NH:27]2)[CH:4]=1.[C:32](O[BH-](OC(=O)C)OC(=O)C)(=O)C.[Na+]. (5) Given the product [NH2:24][CH2:25][CH2:26][CH2:27][C@:28]1([C:47]2[CH:52]=[CH:51][CH:50]=[CH:49][CH:48]=2)[N:32]([C:33](=[O:38])[C@H:34]([O:36][CH3:37])[CH3:35])[N:31]=[C:30]([C:39]2[CH:44]=[C:43]([F:45])[CH:42]=[CH:41][C:40]=2[F:46])[S:29]1, predict the reactants needed to synthesize it. The reactants are: [Si](O[C@H](C)C(O)=O)(C(C)(C)C)(C1C=CC=CC=1)C1C=CC=CC=1.[NH2:24][CH2:25][CH2:26][CH2:27][C@:28]1([C:47]2[CH:52]=[CH:51][CH:50]=[CH:49][CH:48]=2)[N:32]([C:33](=[O:38])[C@@H:34]([O:36][CH3:37])[CH3:35])[N:31]=[C:30]([C:39]2[CH:44]=[C:43]([F:45])[CH:42]=[CH:41][C:40]=2[F:46])[S:29]1.NCCC[C@@]1(C2C=CC=CC=2)N(C(=O)[C@@H](OC)C)N=C(C2C=C(F)C=CC=2F)S1. (6) Given the product [CH2:11]([O:18][C:19]1[CH:20]=[CH:21][C:22]([C:25]23[CH2:31][CH2:30][CH2:29][CH2:28][CH:27]=[C:26]2[O:32][C:34]2[CH:35]=[CH:36][CH:37]=[C:38]([F:39])[C:33]3=2)=[CH:23][CH:24]=1)[C:12]1[CH:17]=[CH:16][CH:15]=[CH:14][CH:13]=1, predict the reactants needed to synthesize it. The reactants are: C[Si]([N-][Si](C)(C)C)(C)C.[K+].[CH2:11]([O:18][C:19]1[CH:24]=[CH:23][C:22]([C:25]2([C:33]3[C:38]([F:39])=[CH:37][CH:36]=[CH:35][C:34]=3F)[CH2:31][CH2:30][CH2:29][CH2:28][CH2:27][C:26]2=[O:32])=[CH:21][CH:20]=1)[C:12]1[CH:17]=[CH:16][CH:15]=[CH:14][CH:13]=1.